Task: Predict the reaction yield, written as a fraction of the theoretical maximum amount of product (1.0 means a 100% yield; for example, 0.34 means a 34% yield).. Dataset: Reaction yield outcomes from USPTO patents with 853,638 reactions The reactants are [C-:1]#[N:2].[Na+].Br[CH2:5][C:6]1[S:7][C:8]([C:11]2[CH:16]=[CH:15][CH:14]=[CH:13][CH:12]=2)=[CH:9][N:10]=1. The catalyst is CCO. The product is [C:11]1([C:8]2[S:7][C:6]([CH2:5][C:1]#[N:2])=[N:10][CH:9]=2)[CH:16]=[CH:15][CH:14]=[CH:13][CH:12]=1. The yield is 0.220.